From a dataset of Full USPTO retrosynthesis dataset with 1.9M reactions from patents (1976-2016). Predict the reactants needed to synthesize the given product. (1) Given the product [Si:42]([O:27][CH2:26][C:21]1[CH:22]=[CH:23][CH:24]=[CH:25][C:20]=1[C:8]1[NH:9][C:10]2[C:15]([C:7]=1[CH:1]1[CH2:6][CH2:5][CH2:4][CH2:3][CH2:2]1)=[CH:14][CH:13]=[C:12]([C:16]([O:18][CH3:19])=[O:17])[CH:11]=2)([C:45]([CH3:48])([CH3:47])[CH3:46])([CH3:44])[CH3:43], predict the reactants needed to synthesize it. The reactants are: [CH:1]1([C:7]2[C:15]3[C:10](=[CH:11][C:12]([C:16]([O:18][CH3:19])=[O:17])=[CH:13][CH:14]=3)[NH:9][C:8]=2[C:20]2[CH:25]=[CH:24][CH:23]=[CH:22][C:21]=2[CH2:26][OH:27])[CH2:6][CH2:5][CH2:4][CH2:3][CH2:2]1.N1C(C)=CC=CC=1C.FC(F)(F)S(O[Si:42]([C:45]([CH3:48])([CH3:47])[CH3:46])([CH3:44])[CH3:43])(=O)=O. (2) Given the product [C:1]([O:5][C:6]([N:8]1[CH2:9][CH2:10][N:11]([CH2:14][C:15]2[CH:16]=[CH:17][C:18]([NH2:21])=[CH:19][CH:20]=2)[CH2:12][CH2:13]1)=[O:7])([CH3:4])([CH3:2])[CH3:3], predict the reactants needed to synthesize it. The reactants are: [C:1]([O:5][C:6]([N:8]1[CH2:13][CH2:12][N:11]([CH2:14][C:15]2[CH:20]=[CH:19][C:18]([N+:21]([O-])=O)=[CH:17][CH:16]=2)[CH2:10][CH2:9]1)=[O:7])([CH3:4])([CH3:3])[CH3:2]. (3) Given the product [CH2:1]([O:3][C:4]1[CH:5]=[C:6]([C@H:10]([NH:12][C@H:13]2[CH2:17][CH2:16][C@@H:15]([C:18]3[CH:19]=[CH:20][C:21]([CH2:24][C:25]([NH:29][CH2:30][CH2:31][S:32](=[O:34])(=[O:33])[NH2:35])=[O:26])=[CH:22][CH:23]=3)[CH2:14]2)[CH3:11])[CH:7]=[CH:8][CH:9]=1)[CH3:2], predict the reactants needed to synthesize it. The reactants are: [CH2:1]([O:3][C:4]1[CH:5]=[C:6]([C@H:10]([NH:12][C@H:13]2[CH2:17][CH2:16][C@@H:15]([C:18]3[CH:23]=[CH:22][C:21]([CH2:24][C:25](O)=[O:26])=[CH:20][CH:19]=3)[CH2:14]2)[CH3:11])[CH:7]=[CH:8][CH:9]=1)[CH3:2].Cl.[NH2:29][CH2:30][CH2:31][S:32]([NH2:35])(=[O:34])=[O:33].